From a dataset of Catalyst prediction with 721,799 reactions and 888 catalyst types from USPTO. Predict which catalyst facilitates the given reaction. (1) Reactant: [CH3:1][O:2][C:3]([C:5]1[CH2:10][C:9]([CH3:11])=[C:8]([CH3:12])[CH2:7][C:6]=1[C:13]([O:15][CH3:16])=[O:14])=[O:4].ClC1C(=O)C(C#N)=C(C#N)C(=O)C=1Cl. Product: [CH3:16][O:15][C:13](=[O:14])[C:6]1[C:5](=[CH:10][C:9]([CH3:11])=[C:8]([CH3:12])[CH:7]=1)[C:3]([O:2][CH3:1])=[O:4]. The catalyst class is: 159. (2) Reactant: C(NC(C)C)(C)C.[Li]CCCC.[F:13][C:14]1[C:19]([F:20])=[CH:18][CH:17]=[CH:16][N:15]=1.[B:21](OC(C)C)([O:26]C(C)C)[O:22]C(C)C. Product: [F:13][C:14]1[C:19]([F:20])=[C:18]([B:21]([OH:26])[OH:22])[CH:17]=[CH:16][N:15]=1. The catalyst class is: 1. (3) The catalyst class is: 13. Product: [ClH:20].[F:55][C:52]([F:53])([F:54])[C:50]1[CH:49]=[C:5]([CH:4]=[C:3]([C:2]([F:57])([F:56])[F:1])[CH:51]=1)[C:6]([N:8]1[CH2:13][CH2:12][O:11][C@:10]([CH2:22][CH2:23][N:24]2[CH2:29][CH2:28][C:27]3([C:37]4[C:32](=[CH:33][CH:34]=[CH:35][CH:36]=4)[CH2:31][C@@H:30]3[O:38][CH2:39][C:40]([N:42]([CH2:44][CH2:45][CH2:46][CH2:47][OH:48])[CH3:43])=[O:41])[CH2:26][CH2:25]2)([C:14]2[CH:19]=[CH:18][C:17]([Cl:20])=[C:16]([Cl:21])[CH:15]=2)[CH2:9]1)=[O:7]. Reactant: [F:1][C:2]([F:57])([F:56])[C:3]1[CH:4]=[C:5]([CH:49]=[C:50]([C:52]([F:55])([F:54])[F:53])[CH:51]=1)[C:6]([N:8]1[CH2:13][CH2:12][O:11][C@:10]([CH2:22][CH2:23][N:24]2[CH2:29][CH2:28][C:27]3([C:37]4[C:32](=[CH:33][CH:34]=[CH:35][CH:36]=4)[CH2:31][C@@H:30]3[O:38][CH2:39][C:40]([N:42]([CH2:44][CH2:45][CH2:46][CH2:47][OH:48])[CH3:43])=[O:41])[CH2:26][CH2:25]2)([C:14]2[CH:19]=[CH:18][C:17]([Cl:20])=[C:16]([Cl:21])[CH:15]=2)[CH2:9]1)=[O:7].